This data is from Reaction yield outcomes from USPTO patents with 853,638 reactions. The task is: Predict the reaction yield, written as a fraction of the theoretical maximum amount of product (1.0 means a 100% yield; for example, 0.34 means a 34% yield). (1) The reactants are C(OC(=O)[CH:5]([C:11]1[CH:16]=[CH:15][C:14]([N+:17]([O-:19])=[O:18])=[CH:13][N:12]=1)C(OCC)=O)C.[OH-].[Na+]. The catalyst is S(=O)(=O)(O)O. The product is [CH3:5][C:11]1[CH:16]=[CH:15][C:14]([N+:17]([O-:19])=[O:18])=[CH:13][N:12]=1. The yield is 0.830. (2) The product is [CH:1]1[C:14]2[C:5](=[N:6][C:7]3[C:12]([C:13]=2[NH:15][C:16]2[CH:17]=[CH:18][C:19]([N:22]4[CH2:27][CH2:26][N:25]([CH:35]5[CH2:37][CH2:36]5)[CH2:24][CH2:23]4)=[CH:20][CH:21]=2)=[CH:11][CH:10]=[CH:9][CH:8]=3)[CH:4]=[CH:3][CH:2]=1. The reactants are [CH:1]1[C:14]2[C:5](=[N:6][C:7]3[C:12]([C:13]=2[NH:15][C:16]2[CH:21]=[CH:20][C:19]([N:22]4[CH2:27][CH2:26][NH:25][CH2:24][CH2:23]4)=[CH:18][CH:17]=2)=[CH:11][CH:10]=[CH:9][CH:8]=3)[CH:4]=[CH:3][CH:2]=1.C(O)(=O)C.C(O[C:35]1(O[Si](C)(C)C)[CH2:37][CH2:36]1)C.C([BH3-])#N.[Na+]. The catalyst is CO. The yield is 0.0200. (3) The reactants are [NH:1]1[CH2:5][CH2:4][C@@H:3]([OH:6])[CH2:2]1.C(=O)([O-])[O-].[K+].[K+].[NH2:13][C:14]1[C:19]([S:20](Cl)(=[O:22])=[O:21])=[CH:18][C:17]([Br:24])=[CH:16][N:15]=1.C(=O)(O)[O-].[Na+]. The catalyst is O1CCOCC1.O. The product is [NH2:13][C:14]1[C:19]([S:20]([N:1]2[CH2:5][CH2:4][C@@H:3]([OH:6])[CH2:2]2)(=[O:22])=[O:21])=[CH:18][C:17]([Br:24])=[CH:16][N:15]=1. The yield is 0.730. (4) The reactants are [Br:1][C:2]1[CH:3]=[C:4]2[C:14](=[CH:15][CH:16]=1)[O:13][C:7]1([CH2:12][CH2:11][CH2:10][O:9][CH2:8]1)[CH2:6][C:5]12[NH:20][C:19](=S)[C:18]([CH3:22])=[N:17]1.[NH3:23]. No catalyst specified. The product is [Br:1][C:2]1[CH:3]=[C:4]2[C:14](=[CH:15][CH:16]=1)[O:13][C:7]1([CH2:12][CH2:11][CH2:10][O:9][CH2:8]1)[CH2:6][C:5]12[N:20]=[C:19]([NH2:23])[C:18]([CH3:22])=[N:17]1. The yield is 0.430. (5) The reactants are [H-].[Al+3].[Li+].[H-].[H-].[H-].C[O-].[Na+].[CH3:10][C@:11]12[C:19]([C:20]3([CH2:23][C:24]#[C:25][C:26]([OH:35])([C:31]([F:34])([F:33])[F:32])[C:27]([F:30])([F:29])[F:28])[CH2:22][CH2:21]3)=[CH:18][CH2:17][C@H:16]1[C@@H:15]([OH:36])[CH2:14][CH2:13][CH2:12]2. The catalyst is O1CCCC1. The product is [CH3:10][C@:11]12[C:19]([C:20]3([CH2:23]/[CH:24]=[CH:25]/[C:26]([OH:35])([C:31]([F:32])([F:33])[F:34])[C:27]([F:29])([F:30])[F:28])[CH2:22][CH2:21]3)=[CH:18][CH2:17][C@H:16]1[C@@H:15]([OH:36])[CH2:14][CH2:13][CH2:12]2. The yield is 0.870. (6) The reactants are [Cl:1][C:2]1[CH:3]=[C:4]2[C:9](=[CH:10][C:11]=1[O:12][C:13]1[CH:21]=[CH:20][C:16]([C:17](O)=[O:18])=[CH:15][CH:14]=1)[O:8][CH2:7][CH2:6][CH:5]2[C:22]([O:24][CH2:25][CH3:26])=[O:23].[F:27][C:28]([F:40])([F:39])[S:29][C:30]1[CH:35]=[CH:34][C:33]([CH2:36][CH2:37][NH2:38])=[CH:32][CH:31]=1.Cl.CN(C)CCCN=C=NCC.ON1C2N=CC=CC=2N=N1.C(N(CC)C(C)C)(C)C. The catalyst is CN(C=O)C.C(Cl)Cl. The product is [Cl:1][C:2]1[CH:3]=[C:4]2[C:9](=[CH:10][C:11]=1[O:12][C:13]1[CH:21]=[CH:20][C:16]([C:17](=[O:18])[NH:38][CH2:37][CH2:36][C:33]3[CH:32]=[CH:31][C:30]([S:29][C:28]([F:39])([F:27])[F:40])=[CH:35][CH:34]=3)=[CH:15][CH:14]=1)[O:8][CH2:7][CH2:6][CH:5]2[C:22]([O:24][CH2:25][CH3:26])=[O:23]. The yield is 0.939.